Dataset: Reaction yield outcomes from USPTO patents with 853,638 reactions. Task: Predict the reaction yield, written as a fraction of the theoretical maximum amount of product (1.0 means a 100% yield; for example, 0.34 means a 34% yield). The reactants are F[C@@H]1CN[C@H](C(O)=O)C1.O.[C:11]1([CH3:21])[CH:16]=[CH:15][C:14]([S:17]([OH:20])(=[O:19])=[O:18])=[CH:13][CH:12]=1.C(O)C1C=CC=CC=1. The catalyst is C1(C)C=CC=CC=1. The product is [CH3:21][C:11]1[CH:16]=[CH:15][C:14]([S:17]([OH:20])(=[O:19])=[O:18])=[CH:13][CH:12]=1. The yield is 0.860.